This data is from Catalyst prediction with 721,799 reactions and 888 catalyst types from USPTO. The task is: Predict which catalyst facilitates the given reaction. Reactant: C1C(=O)N([Br:8])C(=O)C1.[CH:9]1([CH2:15][C:16]2[NH:20][C:19]([C:21]([O:23][CH3:24])=[O:22])=[CH:18][CH:17]=2)[CH2:14][CH2:13][CH2:12][CH2:11][CH2:10]1.[OH-].[Na+]. Product: [Br:8][C:17]1[CH:18]=[C:19]([C:21]([O:23][CH3:24])=[O:22])[NH:20][C:16]=1[CH2:15][CH:9]1[CH2:10][CH2:11][CH2:12][CH2:13][CH2:14]1. The catalyst class is: 22.